Dataset: Full USPTO retrosynthesis dataset with 1.9M reactions from patents (1976-2016). Task: Predict the reactants needed to synthesize the given product. (1) Given the product [CH3:31][O:30][CH2:29][O:28][CH:13]([CH2:14][N:15]1[C:24]2[C:19](=[CH:20][CH:21]=[C:22]([O:25][CH3:26])[CH:23]=2)[N:18]=[CH:17][C:16]1=[O:27])[CH:12]=[O:11], predict the reactants needed to synthesize it. The reactants are: C(Cl)(=O)C(Cl)=O.CS(C)=O.[OH:11][CH2:12][CH:13]([O:28][CH2:29][O:30][CH3:31])[CH2:14][N:15]1[C:24]2[C:19](=[CH:20][CH:21]=[C:22]([O:25][CH3:26])[CH:23]=2)[N:18]=[CH:17][C:16]1=[O:27].C(N(CC)CC)C. (2) Given the product [ClH:1].[ClH:1].[N:32]1([C:35]2[N:36]=[CH:37][C:38]([C:41]3[CH:42]=[CH:43][C:44]([C:47]([F:49])([F:48])[F:50])=[CH:45][CH:46]=3)=[CH:39][N:40]=2)[CH2:33][CH2:34][NH:29][CH2:30][CH2:31]1, predict the reactants needed to synthesize it. The reactants are: [ClH:1].Cl.FC1C=CC(C2C=NC(N3CCNCC3)=NC=2)=CC=1.C(OC([N:29]1[CH2:34][CH2:33][N:32]([C:35]2[N:40]=[CH:39][C:38]([C:41]3[CH:46]=[CH:45][C:44]([C:47]([F:50])([F:49])[F:48])=[CH:43][CH:42]=3)=[CH:37][N:36]=2)[CH2:31][CH2:30]1)=O)(C)(C)C. (3) Given the product [CH:11]1[CH:10]=[CH:9][C:7](=[O:8])/[C:6](=[CH:5]\[NH:3][CH2:2][CH2:1][NH:4]/[CH:5]=[C:6]2\[C:7]([CH:9]=[CH:10][CH:11]=[CH:12]\2)=[O:8])/[CH:12]=1, predict the reactants needed to synthesize it. The reactants are: [CH2:1]([NH2:4])[CH2:2][NH2:3].[CH:5](=O)[C:6]1[C:7](=[CH:9][CH:10]=[CH:11][CH:12]=1)[OH:8].